From a dataset of Forward reaction prediction with 1.9M reactions from USPTO patents (1976-2016). Predict the product of the given reaction. (1) Given the reactants [C:1]1([CH:7]2[O:11][CH2:10][N:9]([C:12](=[O:25])[C:13]3[CH:18]=[C:17]([O:19][CH3:20])[C:16]([O:21][CH3:22])=[C:15]([O:23][CH3:24])[CH:14]=3)[CH:8]2[C:26](O)=[O:27])[CH:6]=[CH:5][CH:4]=[CH:3][CH:2]=1.[C:29]1([CH:35]([C:42]2[CH:47]=[CH:46][CH:45]=[CH:44][CH:43]=2)[N:36]2[CH2:41][CH2:40][NH:39][CH2:38][CH2:37]2)[CH:34]=[CH:33][CH:32]=[CH:31][CH:30]=1.C([N:51](CC)C(C)C)(C)C.C1CN([P+](ON2N=NC3C=CC=CC2=3)(N2CCCC2)N2CCCC2)CC1.F[P-](F)(F)(F)(F)F, predict the reaction product. The product is: [CH:35]([N:36]1[CH2:37][CH2:38][N:39]([NH:51][C:26]([CH:8]2[CH:7]([C:1]3[CH:2]=[CH:3][CH:4]=[CH:5][CH:6]=3)[O:11][CH2:10][N:9]2[C:12](=[O:25])[C:13]2[CH:18]=[C:17]([O:19][CH3:20])[C:16]([O:21][CH3:22])=[C:15]([O:23][CH3:24])[CH:14]=2)=[O:27])[CH2:40][CH2:41]1)([C:29]1[CH:30]=[CH:31][CH:32]=[CH:33][CH:34]=1)[C:42]1[CH:47]=[CH:46][CH:45]=[CH:44][CH:43]=1. (2) Given the reactants [OH:1][CH:2]1[CH2:11][CH2:10][NH:9][C:8]2[N:7]=[CH:6][C:5]([C:12]3[CH:17]=[CH:16][C:15]([C:18]([N:20]4[CH2:25][CH2:24][N:23]([CH3:26])[CH2:22][CH2:21]4)=[O:19])=[CH:14][CH:13]=3)=[CH:4][C:3]1=2.[F:27][C:28]1[CH:33]=[CH:32][C:31]([C:34](=[O:36])[CH3:35])=[C:30](O)[CH:29]=1, predict the reaction product. The product is: [F:27][C:28]1[CH:33]=[CH:32][C:31]([C:34](=[O:36])[CH3:35])=[C:30]([O:1][CH:2]2[C:3]3[C:8](=[N:7][CH:6]=[C:5]([C:12]4[CH:13]=[CH:14][C:15]([C:18]([N:20]5[CH2:21][CH2:22][N:23]([CH3:26])[CH2:24][CH2:25]5)=[O:19])=[CH:16][CH:17]=4)[CH:4]=3)[NH:9][CH2:10][CH2:11]2)[CH:29]=1. (3) Given the reactants [CH:1]([S:4][C:5]1[CH:13]=[CH:12][C:11]([S:14]([CH3:17])(=[O:16])=[O:15])=[CH:10][C:6]=1[C:7]([OH:9])=O)([CH3:3])[CH3:2].[Cl:18][C:19]1[CH:24]=[C:23]([N+:25]([O-:27])=[O:26])[CH:22]=[CH:21][C:20]=1[N:28]1[CH2:33][CH2:32][NH:31][CH2:30][CH2:29]1, predict the reaction product. The product is: [Cl:18][C:19]1[CH:24]=[C:23]([N+:25]([O-:27])=[O:26])[CH:22]=[CH:21][C:20]=1[N:28]1[CH2:33][CH2:32][N:31]([C:7]([C:6]2[CH:10]=[C:11]([S:14]([CH3:17])(=[O:16])=[O:15])[CH:12]=[CH:13][C:5]=2[S:4][CH:1]([CH3:2])[CH3:3])=[O:9])[CH2:30][CH2:29]1.